From a dataset of Forward reaction prediction with 1.9M reactions from USPTO patents (1976-2016). Predict the product of the given reaction. (1) Given the reactants [NH2:1][C:2]1[N:7]=[C:6]([C:8]2[CH:15]=[CH:14][C:11]([C:12]#[N:13])=[C:10]([F:16])[CH:9]=2)[CH:5]=[C:4](Cl)[N:3]=1.CC1(C)C(C)(C)OB([C:26]2[CH:34]=[CH:33][C:29]([C:30]([NH2:32])=[O:31])=[CH:28][CH:27]=2)O1.C([O-])([O-])=O.[Na+].[Na+], predict the reaction product. The product is: [NH2:1][C:2]1[N:3]=[C:4]([C:26]2[CH:34]=[CH:33][C:29]([C:30]([NH2:32])=[O:31])=[CH:28][CH:27]=2)[CH:5]=[C:6]([C:8]2[CH:15]=[CH:14][C:11]([C:12]#[N:13])=[C:10]([F:16])[CH:9]=2)[N:7]=1. (2) Given the reactants [C:1]1([C:7]2[N:8]=[C:9]([CH:12]([NH2:14])[CH3:13])[NH:10][CH:11]=2)[CH:6]=[CH:5][CH:4]=[CH:3][CH:2]=1.[CH3:15][C:16]([CH3:18])=O.[BH-](OC(C)=O)(OC(C)=O)OC(C)=O.[Na+], predict the reaction product. The product is: [CH:16]([NH:14][CH:12]([C:9]1[NH:10][CH:11]=[C:7]([C:1]2[CH:2]=[CH:3][CH:4]=[CH:5][CH:6]=2)[N:8]=1)[CH3:13])([CH3:18])[CH3:15]. (3) The product is: [O:1]1[C:5]2[CH:6]=[CH:7][CH:8]=[CH:9][C:4]=2[NH:3][C:2]1=[C:10]([C:11]1[CH:16]=[CH:15][N:14]=[C:13]([NH:17][CH2:18][CH2:19][CH2:20][C:21]([N:31]2[CH2:32][CH2:33][N:28]([CH3:27])[CH2:29][CH2:30]2)=[O:22])[N:12]=1)[C:25]#[N:26]. Given the reactants [O:1]1[C:5]2[CH:6]=[CH:7][CH:8]=[CH:9][C:4]=2[NH:3][C:2]1=[C:10]([C:25]#[N:26])[C:11]1[CH:16]=[CH:15][N:14]=[C:13]([NH:17][CH2:18][CH2:19][CH2:20][C:21](OC)=[O:22])[N:12]=1.[CH3:27][N:28]1[CH2:33][CH2:32][NH:31][CH2:30][CH2:29]1, predict the reaction product. (4) Given the reactants [NH2:1][C:2]1[CH:7]=[CH:6][CH:5]=[CH:4][C:3]=1[OH:8].[Na+].[I-].CN(C)[C:13]1[C:22]2[C:17](=CC=C[C:21]=2N(C)C)C=CC=1.Br[CH2:28][C:29]([O:31][C:32]([CH3:35])([CH3:34])[CH3:33])=[O:30], predict the reaction product. The product is: [C:32]([O:31][C:29](=[O:30])[CH2:28][N:1]([CH2:28][C:29]([O:31][C:22]([CH3:21])([CH3:13])[CH3:17])=[O:30])[C:2]1[CH:7]=[CH:6][CH:5]=[CH:4][C:3]=1[OH:8])([CH3:35])([CH3:34])[CH3:33]. (5) The product is: [CH3:1][O:2][C:3]([NH:5][C@@H:6]([CH:7]([O:85][CH3:84])[CH3:9])[C:10]([N:12]1[CH2:16][C@@H:15]([CH2:17][O:18][CH3:19])[CH2:14][C@H:13]1[C:20]1[NH:24][C:23]2[C:25]3[C:30]([CH:31]=[CH:32][C:22]=2[N:21]=1)=[CH:29][C:28]1[C:33]2[C:38]([CH2:39][O:40][C:27]=1[CH:26]=3)=[CH:37][C:36]([C:41]1[NH:45][C:44]([C@@H:46]3[CH2:50][CH2:49][CH2:48][N:47]3[C:65](=[O:67])[C@H:64]([NH:63][C:61](=[O:62])[O:60][CH3:59])[C:68]3[CH:73]=[CH:72][CH:71]=[CH:70][CH:69]=3)=[N:43][CH:42]=1)=[CH:35][CH:34]=2)=[O:11])=[O:4]. Given the reactants [CH3:1][O:2][C:3]([NH:5][C@H:6]([C:10]([N:12]1[CH2:16][C@@H:15]([CH2:17][O:18][CH3:19])[CH2:14][C@H:13]1[C:20]1[NH:24][C:23]2[C:25]3[C:30]([CH:31]=[CH:32][C:22]=2[N:21]=1)=[CH:29][C:28]1[C:33]2[C:38]([CH2:39][O:40][C:27]=1[CH:26]=3)=[CH:37][C:36]([C:41]1[NH:45][C:44]([C@@H:46]3[CH2:50][CH2:49][CH2:48][N:47]3C(OC(C)(C)C)=O)=[N:43][CH:42]=1)=[CH:35][CH:34]=2)=[O:11])[CH:7]([CH3:9])C)=[O:4].Cl.[CH3:59][O:60][C:61]([NH:63][C@H:64]([C:68]1[CH:73]=[CH:72][CH:71]=[CH:70][CH:69]=1)[C:65]([OH:67])=O)=[O:62].CCN(C(C)C)C(C)C.C[CH2:84][O:85]C(C(C#N)=NOC(N1CCOCC1)=[N+](C)C)=O.F[P-](F)(F)(F)(F)F, predict the reaction product. (6) Given the reactants [NH2:1][C:2]1[CH:7]=[C:6]([CH2:8]O)[CH:5]=[C:4]([F:10])[N:3]=1.S(Cl)([Cl:13])=O, predict the reaction product. The product is: [Cl:13][CH2:8][C:6]1[CH:5]=[C:4]([F:10])[N:3]=[C:2]([NH2:1])[CH:7]=1. (7) Given the reactants [Cl:1][C:2]1[C:7]([Cl:8])=[CH:6][CH:5]=[CH:4][C:3]=1[N:9]1[CH2:14][CH2:13][NH:12][CH2:11][CH2:10]1.[C:15](=[O:18])([O-])[O-].[K+].[K+].[CH3:21][C:22]([CH3:24])=O, predict the reaction product. The product is: [Cl:1][C:2]1[C:7]([Cl:8])=[CH:6][CH:5]=[CH:4][C:3]=1[N:9]1[CH2:14][CH2:13][N:12]([CH2:21][CH2:22][CH:24]2[CH2:15][O:18]2)[CH2:11][CH2:10]1. (8) Given the reactants [CH3:1][N:2]([CH2:4][CH2:5][OH:6])[CH3:3].[C:7]([O:11][CH2:12][CH3:13])(=[O:10])[CH:8]=[CH2:9].C1C2NC3C(=CC=CC=3)SC=2C=CC=1, predict the reaction product. The product is: [C:7]([O:6][CH2:5][CH2:4][N:2]([CH3:3])[CH3:1])(=[O:10])[CH:8]=[CH2:9].[C:7]([O:11][CH2:12][CH3:13])(=[O:10])[CH:8]=[CH2:9].